From a dataset of Forward reaction prediction with 1.9M reactions from USPTO patents (1976-2016). Predict the product of the given reaction. (1) Given the reactants [CH3:1][S:2]([C:5]1[CH:10]=[CH:9][C:8]([C:11]23[CH2:18][CH2:17][C:14]([NH:19]C(=O)OC(C)(C)C)([CH2:15][CH2:16]2)[CH2:13][CH2:12]3)=[CH:7][CH:6]=1)(=[O:4])=[O:3].FC(F)(F)C(O)=O, predict the reaction product. The product is: [CH3:1][S:2]([C:5]1[CH:6]=[CH:7][C:8]([C:11]23[CH2:18][CH2:17][C:14]([NH2:19])([CH2:15][CH2:16]2)[CH2:13][CH2:12]3)=[CH:9][CH:10]=1)(=[O:3])=[O:4]. (2) Given the reactants C([O:8][C:9]1[CH:14]=[CH:13][C:12]([C:15]2[CH:16]=[C:17]([CH:22]=[CH:23][N:24]=2)[C:18]([O:20][CH3:21])=[O:19])=[CH:11][C:10]=1[C:25]#[N:26])C1C=CC=CC=1.CC1C(C)=C(C)C(C)=C(C)C=1, predict the reaction product. The product is: [C:25]([C:10]1[CH:11]=[C:12]([C:15]2[CH:16]=[C:17]([CH:22]=[CH:23][N:24]=2)[C:18]([O:20][CH3:21])=[O:19])[CH:13]=[CH:14][C:9]=1[OH:8])#[N:26]. (3) Given the reactants [Cl:1][S:2]([OH:5])(=O)=[O:3].[N:6]1([C:16]([O:18][CH3:19])=[O:17])[C:15]2[C:10](=[CH:11][CH:12]=[CH:13][CH:14]=2)[CH2:9][CH2:8][CH2:7]1.S(OCl)(=O)=O.[C:25](Cl)(Cl)(Cl)Cl, predict the reaction product. The product is: [Cl:1][S:2]([C:12]1[CH:11]=[C:10]2[C:15](=[CH:14][CH:13]=1)[N:6]([C:16]([O:18][CH2:19][CH3:25])=[O:17])[CH2:7][CH2:8][CH2:9]2)(=[O:5])=[O:3]. (4) Given the reactants [Cl:1][C:2]1[CH:7]=[CH:6][C:5]([CH:8]2[C:15]3[C:14]([CH3:16])=[N:13][NH:12][C:11]=3[C:10](=[O:17])[N:9]2[C:18]2[CH:23]=[C:22]([CH3:24])[C:21](=[O:25])[N:20]([CH3:26])[CH:19]=2)=[CH:4][CH:3]=1.[H-].[Na+].I[CH:30]1[CH2:33][O:32][CH2:31]1, predict the reaction product. The product is: [Cl:1][C:2]1[CH:7]=[CH:6][C:5]([CH:8]2[C:15]3[C:14]([CH3:16])=[N:13][N:12]([CH:30]4[CH2:33][O:32][CH2:31]4)[C:11]=3[C:10](=[O:17])[N:9]2[C:18]2[CH:23]=[C:22]([CH3:24])[C:21](=[O:25])[N:20]([CH3:26])[CH:19]=2)=[CH:4][CH:3]=1. (5) Given the reactants O.O.N[C@H](C([O-])=O)CCC([O-])=[O:8].[Zn+2:13].C([O-])(=O)CC([O-])=[O:17].[Na+].[Na+].[CH2:23]([C:27]([O-:29])=[O:28])[C:24]([O-:26])=[O:25].[Cl-].[Zn+2].[Cl-], predict the reaction product. The product is: [OH2:8].[OH2:17].[C:27]([O-:29])(=[O:28])[CH2:23][C:24]([O-:26])=[O:25].[Zn+2:13]. (6) Given the reactants [Cl:1][C:2]1[CH:25]=[CH:24][C:5]([CH2:6][NH:7][C:8](=[O:23])[CH2:9][C:10]2[CH:19]=[CH:18][C:17]3[O:16][C:15]([CH3:21])([CH3:20])[CH:14]4[O:22][CH:13]4[C:12]=3[CH:11]=2)=[CH:4][CH:3]=1.[NH3:26], predict the reaction product. The product is: [NH2:26][CH:13]1[C:12]2[C:17](=[CH:18][CH:19]=[C:10]([CH2:9][C:8]([NH:7][CH2:6][C:5]3[CH:24]=[CH:25][C:2]([Cl:1])=[CH:3][CH:4]=3)=[O:23])[CH:11]=2)[O:16][C:15]([CH3:21])([CH3:20])[CH:14]1[OH:22]. (7) Given the reactants [H-].[Na+].[C:3]([C:6]1[CH:10]=[CH:9][S:8][CH:7]=1)(=[O:5])[CH3:4].[C:11](OC)(=[O:16])[C:12]([O:14][CH3:15])=[O:13], predict the reaction product. The product is: [CH3:15][O:14][C:12](=[O:13])[C:11](=[O:16])[CH2:4][C:3](=[O:5])[C:6]1[CH:10]=[CH:9][S:8][CH:7]=1. (8) The product is: [C:26]([C:19]1[O:22][C:2]2[C:1]([C:4]3[CH:9]=[C:8]([CH:10]([CH3:12])[CH3:11])[CH:7]=[C:6]([CH:6]([CH3:7])[CH3:5])[C:5]=3[O:16][CH2:17][CH3:18])=[CH:3][CH:9]=[CH:4][C:1]=2[CH:2]=1)(=[O:28])[CH3:27]. Given the reactants [CH:1]([C:4]1[C:5]([O:16][CH2:17][CH3:18])=[C:6](B(O)O)[CH:7]=[C:8]([CH:10]([CH3:12])[CH3:11])[CH:9]=1)([CH3:3])[CH3:2].[C:19](=[O:22])([O-])[O-].[Na+].[Na+].O.[CH2:26]([OH:28])[CH3:27], predict the reaction product. (9) Given the reactants [Br:1][C:2]1[NH:10][C:9]2[C:8](=[O:11])[NH:7][C:6](=[O:12])[N:5]([CH3:13])[C:4]=2[N:3]=1.C(N(CC)C(C)C)(C)C.Br[CH2:24][C:25]#[C:26][CH3:27].O, predict the reaction product. The product is: [CH3:13][N:5]1[C:4]2[N:3]=[C:2]([Br:1])[N:10]([CH2:24][C:25]#[C:26][CH3:27])[C:9]=2[C:8](=[O:11])[NH:7][C:6]1=[O:12].